From a dataset of Full USPTO retrosynthesis dataset with 1.9M reactions from patents (1976-2016). Predict the reactants needed to synthesize the given product. (1) Given the product [ClH:1].[N:2]12[CH2:11][CH:6]3[CH2:7][CH:8]([CH2:10][CH:4]([C@@H:5]3[NH:12][C:18]([C:17]3[S:13][C:14]([C:21]4[S:22][CH:23]=[CH:24][CH:25]=4)=[CH:15][CH:16]=3)=[O:19])[CH2:3]1)[CH2:9]2, predict the reactants needed to synthesize it. The reactants are: [ClH:1].[N:2]12[CH2:11][CH:6]3[CH2:7][CH:8]([CH2:10][CH:4]([C@@H:5]3[NH2:12])[CH2:3]1)[CH2:9]2.[S:13]1[C:17]([C:18](O)=[O:19])=[CH:16][CH:15]=[C:14]1[C:21]1[S:22][CH:23]=[CH:24][CH:25]=1.N. (2) Given the product [C:1]([O:5][C:6]([NH:8][C@@H:9]1[CH2:17][C:16]2[C:11](=[CH:12][CH:13]=[CH:14][CH:15]=2)[C@H:10]1[C:18]([CH2:27][CH2:51][CH2:50][O:49][CH3:47])([C:23]([O:25][CH3:26])=[O:24])[C:19]([O:21][CH3:22])=[O:20])=[O:7])([CH3:4])([CH3:2])[CH3:3], predict the reactants needed to synthesize it. The reactants are: [C:1]([O:5][C:6]([NH:8][C@@H:9]1[CH2:17][C:16]2[C:11](=[CH:12][CH:13]=[CH:14][CH:15]=2)[C@H:10]1[C:18]([CH2:27]COCC)([C:23]([O:25][CH3:26])=[O:24])[C:19]([O:21][CH3:22])=[O:20])=[O:7])([CH3:4])([CH3:3])[CH3:2].CS(O[C@H]1CC2C(=CC=CC=2)[C@@H]1N[C:47]([O:49][C:50](C)(C)[CH3:51])=O)(=O)=O. (3) Given the product [F:1][C:2]1[CH:10]=[C:9]2[C:5]([C:6]([C:18]([NH2:20])=[O:19])=[N:7][N:8]2[C:11]2[CH:16]=[C:15]([C:22]#[C:21][C@:23]3([OH:29])[CH2:27][CH2:26][NH:25][C:24]3=[O:28])[CH:14]=[CH:13][N:12]=2)=[CH:4][CH:3]=1, predict the reactants needed to synthesize it. The reactants are: [F:1][C:2]1[CH:10]=[C:9]2[C:5]([C:6]([C:18]([NH2:20])=[O:19])=[N:7][N:8]2[C:11]2[CH:16]=[C:15](I)[CH:14]=[CH:13][N:12]=2)=[CH:4][CH:3]=1.[C:21]([C@:23]1([OH:29])[CH2:27][CH2:26][NH:25][C:24]1=[O:28])#[CH:22]. (4) Given the product [C:19]([O:23][C:24]([N:26]1[CH2:31][CH2:30][CH:29]([NH:32][C:2]2[N:11]=[C:10]([N:12]3[CH2:17][CH2:16][O:15][CH2:14][CH2:13]3)[C:9]3[C:4](=[CH:5][CH:6]=[C:7]([Cl:18])[CH:8]=3)[N:3]=2)[CH2:28][CH2:27]1)=[O:25])([CH3:22])([CH3:20])[CH3:21], predict the reactants needed to synthesize it. The reactants are: Cl[C:2]1[N:11]=[C:10]([N:12]2[CH2:17][CH2:16][O:15][CH2:14][CH2:13]2)[C:9]2[C:4](=[CH:5][CH:6]=[C:7]([Cl:18])[CH:8]=2)[N:3]=1.[C:19]([O:23][C:24]([N:26]1[CH2:31][CH2:30][CH:29]([NH2:32])[CH2:28][CH2:27]1)=[O:25])([CH3:22])([CH3:21])[CH3:20].C(N(CC)CC)C. (5) Given the product [Cl:1][C:2]1[CH:7]=[CH:6][C:5]([CH2:8][CH2:9][C:10]([O:12][CH2:13][CH3:14])=[O:11])=[CH:4][C:3]=1[C@H:15]1[CH2:16][O:28]1, predict the reactants needed to synthesize it. The reactants are: [Cl:1][C:2]1[CH:7]=[CH:6][C:5]([CH2:8][CH2:9][C:10]([O:12][CH2:13][CH3:14])=[O:11])=[CH:4][C:3]=1[C@H:15]([OH:28])[CH2:16]OS(C1C=CC(C)=CC=1)(=O)=O.C(=O)([O-])[O-].[K+].[K+].